Dataset: Full USPTO retrosynthesis dataset with 1.9M reactions from patents (1976-2016). Task: Predict the reactants needed to synthesize the given product. (1) Given the product [NH2:28][CH2:27][CH:15]1[CH2:16][N:17]([CH3:20])[CH2:18][CH2:19][N:14]1[CH2:7][C:8]1[CH:13]=[CH:12][CH:11]=[CH:10][CH:9]=1, predict the reactants needed to synthesize it. The reactants are: [H-].[Al+3].[Li+].[H-].[H-].[H-].[CH2:7]([N:14]1[CH2:19][CH2:18][N:17]([C:20](OC(C)(C)C)=O)[CH2:16][CH:15]1[C:27](=O)[NH2:28])[C:8]1[CH:13]=[CH:12][CH:11]=[CH:10][CH:9]=1.[OH-].[Na+].S([O-])([O-])(=O)=O.[Na+].[Na+]. (2) The reactants are: [N:1]1([C:8]2[CH:9]=[CH:10][C:11]([N+:17]([O-:19])=[O:18])=[C:12]([CH:16]=2)[C:13]([OH:15])=[O:14])[CH2:7][CH2:6][CH2:5][NH:4][CH2:3][CH2:2]1.O1CCOCC1.[CH3:26][C:27]([O:30][C:31](O[C:31]([O:30][C:27]([CH3:29])([CH3:28])[CH3:26])=[O:32])=[O:32])([CH3:29])[CH3:28]. Given the product [C:27]([O:30][C:31]([N:4]1[CH2:5][CH2:6][CH2:7][N:1]([C:8]2[CH:9]=[CH:10][C:11]([N+:17]([O-:19])=[O:18])=[C:12]([C:13]([OH:15])=[O:14])[CH:16]=2)[CH2:2][CH2:3]1)=[O:32])([CH3:29])([CH3:28])[CH3:26], predict the reactants needed to synthesize it. (3) Given the product [CH:1]([C:4]1[CH:5]=[CH:6][C:7]([C:10]2[O:14][C:13](=[O:15])[N:12]([CH2:16][C:17]3[CH:18]=[CH:19][C:20]([C:21]([OH:23])=[O:22])=[CH:25][CH:26]=3)[N:11]=2)=[CH:8][CH:9]=1)([CH3:3])[CH3:2], predict the reactants needed to synthesize it. The reactants are: [CH:1]([C:4]1[CH:9]=[CH:8][C:7]([C:10]2[O:14][C:13](=[O:15])[N:12]([CH2:16][C:17]3[CH:26]=[CH:25][C:20]([C:21]([O:23]C)=[O:22])=[CH:19][CH:18]=3)[N:11]=2)=[CH:6][CH:5]=1)([CH3:3])[CH3:2].[I-].[Li+]. (4) Given the product [CH3:1][N:2]([CH3:23])[CH2:3][CH:4]([N:6]1[C:7]2[CH:19]=[CH:18][C:10]([C:11]([N:13]([CH2:16][CH3:17])[CH2:14][CH3:15])=[O:12])=[CH:9][C:8]=2[N:20]=[C:19]1[CH2:18][C:10]1[CH:9]=[CH:8][C:27]([O:26][CH2:25][CH3:24])=[CH:29][CH:11]=1)[CH3:5], predict the reactants needed to synthesize it. The reactants are: [CH3:1][N:2]([CH3:23])[CH2:3][CH:4]([NH:6][C:7]1[CH:19]=[CH:18][C:10]([C:11]([N:13]([CH2:16][CH3:17])[CH2:14][CH3:15])=[O:12])=[CH:9][C:8]=1[N+:20]([O-])=O)[CH3:5].[CH3:24][CH2:25][O:26][C:27]([CH3:29])=O. (5) Given the product [Cl:26][C:21]1[CH:20]=[C:19]([C:16]2[O:15][C:14]([CH2:13][CH2:12][NH:11][C:9]([C:7]3[NH:6][N:5]=[C:4]([CH:1]([NH:27][CH2:28][CH2:29][OH:30])[CH3:2])[CH:8]=3)=[O:10])=[CH:18][CH:17]=2)[CH:24]=[CH:23][C:22]=1[Cl:25], predict the reactants needed to synthesize it. The reactants are: [C:1]([C:4]1[CH:8]=[C:7]([C:9]([NH:11][CH2:12][CH2:13][C:14]2[O:15][C:16]([C:19]3[CH:24]=[CH:23][C:22]([Cl:25])=[C:21]([Cl:26])[CH:20]=3)=[CH:17][CH:18]=2)=[O:10])[NH:6][N:5]=1)(=O)[CH3:2].[NH2:27][CH2:28][CH2:29][OH:30].[BH4-].[Na+].Cl. (6) Given the product [CH2:8]([P:2]([CH2:6][CH3:7])(=[O:4])[O-:3])[CH3:9].[Al+3:39].[CH2:6]([P:2]([CH2:24][CH3:19])(=[O:4])[O-:3])[CH3:7].[CH2:8]([P:2]([CH2:6][CH3:7])(=[O:4])[O-:3])[CH3:9], predict the reactants needed to synthesize it. The reactants are: O.[PH2:2]([O-:4])=[O:3].[Na+].[CH2:6]=[CH2:7].[C:8](OOC(=O)[C:19]1[CH:24]=CC=CC=1)(=O)[C:9]1C=CC=CC=1.O.O.O.O.O.O.O.O.O.[N+]([O-])([O-])=O.[Al+3:39].[N+]([O-])([O-])=O.[N+]([O-])([O-])=O. (7) Given the product [O:26]1[C:27]2[CH:33]=[CH:32][CH:31]=[CH:30][C:28]=2[N:29]=[C:25]1[NH:24][C:21]([C:19]1[CH:18]=[CH:17][C:16]2[N:12]([CH2:11][CH2:10][CH2:9][NH2:8])[CH:13]=[N:14][C:15]=2[CH:20]=1)=[O:23], predict the reactants needed to synthesize it. The reactants are: C(OC([NH:8][CH2:9][CH2:10][CH2:11][N:12]1[C:16]2[CH:17]=[CH:18][C:19]([C:21]([OH:23])=O)=[CH:20][C:15]=2[N:14]=[CH:13]1)=O)(C)(C)C.[NH2:24][C:25]1[O:26][C:27]2[CH:33]=[CH:32][CH:31]=[CH:30][C:28]=2[N:29]=1. (8) Given the product [Cl:1][C:2]1[C:7]([Cl:8])=[CH:6][C:5]2[NH:9][C:14]([CH2:13][C:12]([F:18])([F:17])[F:11])=[N:10][C:4]=2[CH:3]=1, predict the reactants needed to synthesize it. The reactants are: [Cl:1][C:2]1[CH:3]=[C:4]([NH2:10])[C:5]([NH2:9])=[CH:6][C:7]=1[Cl:8].[F:11][C:12]([F:18])([F:17])[CH2:13][C:14](O)=O.Cl.C(=O)(O)[O-].[Na+].